From a dataset of Reaction yield outcomes from USPTO patents with 853,638 reactions. Predict the reaction yield, written as a fraction of the theoretical maximum amount of product (1.0 means a 100% yield; for example, 0.34 means a 34% yield). (1) The reactants are [Cl:1][S:2]([N:5]=[C:6]=[O:7])(=[O:4])=[O:3].[C:8]([OH:12])([CH3:11])([CH3:10])[CH3:9]. The catalyst is C1C=CC=CC=1. The product is [Cl:1][S:2]([NH:5][C:6](=[O:7])[O:12][C:8]([CH3:11])([CH3:10])[CH3:9])(=[O:4])=[O:3]. The yield is 0.650. (2) The reactants are [C:1]([C:4]1[CH:5]=[CH:6][C:7]([C:25]2[CH:30]=[CH:29][CH:28]=[C:27]([N:31]3[C:40](=[O:41])[C:39]4[C:34](=[CH:35][CH:36]=[CH:37][CH:38]=4)[N:33]=[CH:32]3)[C:26]=2[CH3:42])=[C:8]2[C:12]=1[NH:11][C:10]([C:13]1[CH2:14][N:15](C(OC(C)(C)C)=O)[CH2:16][CH:17]=1)=[CH:9]2)(=[O:3])[NH2:2].[ClH:43].CCOC(C)=O. The catalyst is CCOC(C)=O. The product is [ClH:43].[NH:15]1[CH2:16][CH:17]=[C:13]([C:10]2[NH:11][C:12]3[C:8]([CH:9]=2)=[C:7]([C:25]2[CH:30]=[CH:29][CH:28]=[C:27]([N:31]4[C:40](=[O:41])[C:39]5[C:34](=[CH:35][CH:36]=[CH:37][CH:38]=5)[N:33]=[CH:32]4)[C:26]=2[CH3:42])[CH:6]=[CH:5][C:4]=3[C:1]([NH2:2])=[O:3])[CH2:14]1. The yield is 0.940. (3) The reactants are [NH2:1][C:2]1[CH:7]=[CH:6][C:5]([F:8])=[CH:4][C:3]=1[SH:9].[N+:10]([C:13]1[CH:20]=[CH:19][C:16]([CH:17]=O)=[CH:15][CH:14]=1)([O-:12])=[O:11]. The catalyst is CS(C)=O. The product is [N+:10]([C:13]1[CH:20]=[CH:19][C:16]([C:17]2[S:9][C:3]3[CH:4]=[C:5]([F:8])[CH:6]=[CH:7][C:2]=3[N:1]=2)=[CH:15][CH:14]=1)([O-:12])=[O:11]. The yield is 0.570. (4) The reactants are [I:1][C:2]1[CH:3]=[CH:4][CH:5]=[C:6]2[C:11]=1[NH:10][CH:9]=[C:8](C(O)=O)[C:7]2=[O:15]. The catalyst is C1(OC2C=CC=CC=2)C=CC=CC=1. The product is [I:1][C:2]1[CH:3]=[CH:4][CH:5]=[C:6]2[C:11]=1[NH:10][CH:9]=[CH:8][C:7]2=[O:15]. The yield is 0.230. (5) The reactants are [NH2:1][CH2:2][C@@:3]1([OH:11])[CH:8]2[CH2:9][CH2:10][N:5]([CH2:6][CH2:7]2)[CH2:4]1.CCN(C(C)C)C(C)C.C([O-])([O-])=O.[Cs+].[Cs+].[O:27]1[C:35]2[C:30](=[N:31][CH:32]=[CH:33][CH:34]=2)[N:29]=[C:28]1[N:36]=[C:37](SC)SC. The catalyst is CN(C=O)C. The product is [O:27]1[C:35]2[C:30](=[N:31][CH:32]=[CH:33][CH:34]=2)[N:29]=[C:28]1[NH:36][C:37]1[O:11][C@:3]2([CH2:2][N:1]=1)[CH:8]1[CH2:7][CH2:6][N:5]([CH2:10][CH2:9]1)[CH2:4]2. The yield is 0.860. (6) The reactants are [CH:1](=O)/[CH:2]=[CH:3]/[CH3:4].[C:6]1([S:12]([C:15]#[N:16])(=[O:14])=[O:13])[CH:11]=[CH:10][CH:9]=[CH:8][CH:7]=1.C(OC(C)C)(C)C.B(OCCCC)(OCCCC)OCCCC. The catalyst is C(O)CCC. The product is [C:6]1([S:12]([C:15]2[CH:4]=[CH:3][CH:2]=[CH:1][N:16]=2)(=[O:13])=[O:14])[CH:7]=[CH:8][CH:9]=[CH:10][CH:11]=1. The yield is 0.940.